From a dataset of Full USPTO retrosynthesis dataset with 1.9M reactions from patents (1976-2016). Predict the reactants needed to synthesize the given product. (1) Given the product [F:29][C:30]1[CH:31]=[C:32]([CH2:36][CH2:37][CH2:38][NH:1][CH:2]2[CH2:7][CH2:6][N:5]([CH2:8][CH:9]3[N:19]4[C:20]5[N:11]([C:12](=[O:22])[CH:13]=[CH:14][C:15]=5[N:16]=[CH:17][C:18]4=[O:21])[CH2:10]3)[CH2:4][CH2:3]2)[CH:33]=[CH:34][CH:35]=1, predict the reactants needed to synthesize it. The reactants are: [NH2:1][CH:2]1[CH2:7][CH2:6][N:5]([CH2:8][CH:9]2[N:19]3[C:20]4[N:11]([C:12](=[O:22])[CH:13]=[CH:14][C:15]=4[N:16]=[CH:17][C:18]3=[O:21])[CH2:10]2)[CH2:4][CH2:3]1.S([O-])([O-])(=O)=O.[Mg+2].[F:29][C:30]1[CH:31]=[C:32]([CH2:36][CH2:37][CH:38]=O)[CH:33]=[CH:34][CH:35]=1.[BH-](OC(C)=O)(OC(C)=O)OC(C)=O.[Na+]. (2) Given the product [CH3:19][CH2:20][CH2:21][CH2:14][CH2:15][CH3:10].[C:28]([O:31][CH2:32][CH3:33])(=[O:30])[CH3:29], predict the reactants needed to synthesize it. The reactants are: C([Si](C)(C)OCCN[C:10]1[CH:15]=[CH:14]N=C(Cl)N=1)(C)(C)C.[CH3:19][C:20]([Si](Cl)(C)C)(C)[CH3:21].O.[C:28]([O:31][CH2:32][CH3:33])(=[O:30])[CH3:29]. (3) Given the product [CH:1]12[CH2:8][CH:7]3[CH2:6][CH:5]([CH2:4][CH:3]([CH2:9]3)[CH:2]1[N:11]1[CH:15]=[C:14]([CH:16]3[CH2:17][CH2:18]3)[N:13]([CH3:21])[C:12]1=[O:19])[CH2:10]2, predict the reactants needed to synthesize it. The reactants are: [CH:1]12[CH2:10][CH:5]3[CH2:6][CH:7]([CH2:9][CH:3]([CH2:4]3)[CH:2]1[N:11]1[CH:15]=[C:14]([CH:16]3[CH2:18][CH2:17]3)[NH:13][C:12]1=[O:19])[CH2:8]2.I[CH3:21]. (4) Given the product [CH3:1][CH:2]1[C:6]([N:7]2[CH2:11][CH2:10][C:9]3([CH2:16][CH2:15][NH:14][CH2:13][CH2:12]3)[C:8]2=[O:24])=[C:5]([CH3:25])[C:4](=[O:26])[O:3]1, predict the reactants needed to synthesize it. The reactants are: [CH3:1][CH:2]1[C:6]([N:7]2[CH2:11][CH2:10][C:9]3([CH2:16][CH2:15][N:14](C(OC(C)(C)C)=O)[CH2:13][CH2:12]3)[C:8]2=[O:24])=[C:5]([CH3:25])[C:4](=[O:26])[O:3]1.FC(F)(F)C(O)=O. (5) Given the product [CH3:35][N:20]1[CH:21]=[C:22]([C:25]2[CH:30]=[CH:29][N:28]=[C:27]([NH:31][C:32](=[O:34])[CH3:33])[CH:26]=2)[C:23]2[O:24][C:16]([CH2:15][N:8]3[CH2:9][CH2:10][N:5]([S:2]([CH3:1])(=[O:3])=[O:4])[CH2:6][C:7]3=[O:11])=[CH:17][C:18]=2[C:19]1=[O:36], predict the reactants needed to synthesize it. The reactants are: [CH3:1][S:2]([N:5]1[CH2:10][CH2:9][NH:8][C:7](=[O:11])[CH2:6]1)(=[O:4])=[O:3].[H-].[Na+].Cl[CH2:15][C:16]1[O:24][C:23]2[C:22]([C:25]3[CH:30]=[CH:29][N:28]=[C:27]([NH:31][C:32](=[O:34])[CH3:33])[CH:26]=3)=[CH:21][N:20]([CH3:35])[C:19](=[O:36])[C:18]=2[CH:17]=1. (6) Given the product [CH:10]([C:12]1[CH:17]=[CH:16][CH:15]=[CH:14][C:13]=1[S:18]([N:21]([CH3:23])[CH3:22])(=[O:20])=[O:19])=[O:25], predict the reactants needed to synthesize it. The reactants are: CC(C[AlH]CC(C)C)C.[C:10]([C:12]1[CH:17]=[CH:16][CH:15]=[CH:14][C:13]=1[S:18]([N:21]([CH3:23])[CH3:22])(=[O:20])=[O:19])#N.C[OH:25].Cl. (7) Given the product [CH2:23]([O:1][C:2]1[CH:3]=[CH:4][C:5]([CH:8]2[CH2:10][CH:9]2[C:11]([O:13][CH3:14])=[O:12])=[CH:6][CH:7]=1)[C:22]#[CH:21], predict the reactants needed to synthesize it. The reactants are: [OH:1][C:2]1[CH:7]=[CH:6][C:5]([CH:8]2[CH2:10][CH:9]2[C:11]([O:13][CH3:14])=[O:12])=[CH:4][CH:3]=1.C(=O)([O-])[O-].[K+].[K+].[CH2:21](Br)[C:22]#[CH:23].